This data is from NCI-60 drug combinations with 297,098 pairs across 59 cell lines. The task is: Regression. Given two drug SMILES strings and cell line genomic features, predict the synergy score measuring deviation from expected non-interaction effect. (1) Drug 2: C1CCC(C1)C(CC#N)N2C=C(C=N2)C3=C4C=CNC4=NC=N3. Synergy scores: CSS=11.2, Synergy_ZIP=-2.21, Synergy_Bliss=3.07, Synergy_Loewe=4.41, Synergy_HSA=4.64. Cell line: SN12C. Drug 1: CC1=C(C=C(C=C1)NC2=NC=CC(=N2)N(C)C3=CC4=NN(C(=C4C=C3)C)C)S(=O)(=O)N.Cl. (2) Drug 1: C1CN(CCN1C(=O)CCBr)C(=O)CCBr. Drug 2: COCCOC1=C(C=C2C(=C1)C(=NC=N2)NC3=CC=CC(=C3)C#C)OCCOC.Cl. Cell line: HOP-62. Synergy scores: CSS=44.6, Synergy_ZIP=-3.94, Synergy_Bliss=-8.44, Synergy_Loewe=-11.4, Synergy_HSA=-9.49. (3) Drug 1: C1=CC(=C2C(=C1NCCNCCO)C(=O)C3=C(C=CC(=C3C2=O)O)O)NCCNCCO. Drug 2: C1=CN(C(=O)N=C1N)C2C(C(C(O2)CO)O)O.Cl. Cell line: NCI-H226. Synergy scores: CSS=38.4, Synergy_ZIP=-1.49, Synergy_Bliss=0.482, Synergy_Loewe=-1.72, Synergy_HSA=4.17. (4) Drug 1: CN1C(=O)N2C=NC(=C2N=N1)C(=O)N. Drug 2: CC1=C(N=C(N=C1N)C(CC(=O)N)NCC(C(=O)N)N)C(=O)NC(C(C2=CN=CN2)OC3C(C(C(C(O3)CO)O)O)OC4C(C(C(C(O4)CO)O)OC(=O)N)O)C(=O)NC(C)C(C(C)C(=O)NC(C(C)O)C(=O)NCCC5=NC(=CS5)C6=NC(=CS6)C(=O)NCCC[S+](C)C)O. Cell line: SK-MEL-5. Synergy scores: CSS=8.11, Synergy_ZIP=2.50, Synergy_Bliss=7.97, Synergy_Loewe=-18.6, Synergy_HSA=-0.0389. (5) Drug 1: C1=CC=C(C=C1)NC(=O)CCCCCCC(=O)NO. Drug 2: C1CN1C2=NC(=NC(=N2)N3CC3)N4CC4. Cell line: MCF7. Synergy scores: CSS=29.6, Synergy_ZIP=-0.212, Synergy_Bliss=2.07, Synergy_Loewe=4.75, Synergy_HSA=6.74. (6) Drug 1: CNC(=O)C1=CC=CC=C1SC2=CC3=C(C=C2)C(=NN3)C=CC4=CC=CC=N4. Drug 2: C1=CN(C(=O)N=C1N)C2C(C(C(O2)CO)O)O.Cl. Cell line: A498. Synergy scores: CSS=20.3, Synergy_ZIP=-7.48, Synergy_Bliss=1.43, Synergy_Loewe=-7.74, Synergy_HSA=3.39. (7) Drug 1: CC(C1=C(C=CC(=C1Cl)F)Cl)OC2=C(N=CC(=C2)C3=CN(N=C3)C4CCNCC4)N. Drug 2: C1C(C(OC1N2C=NC3=C2NC=NCC3O)CO)O. Cell line: SNB-75. Synergy scores: CSS=4.99, Synergy_ZIP=-1.40, Synergy_Bliss=2.66, Synergy_Loewe=2.16, Synergy_HSA=2.18.